Dataset: Full USPTO retrosynthesis dataset with 1.9M reactions from patents (1976-2016). Task: Predict the reactants needed to synthesize the given product. (1) Given the product [C:1]([O:4][C@@H:5]1[C@@H:18]([O:19][C:20](=[O:22])[CH3:21])[C@H:17]([O:23][C:24](=[O:26])[CH3:25])[CH2:16][S:15][C@H:6]1[O:7][C:8]1[CH:9]=[N:10][C:11]([C:32]2[CH:33]=[N:34][C:29]([O:28][CH3:27])=[CH:30][CH:31]=2)=[CH:12][CH:13]=1)(=[O:3])[CH3:2], predict the reactants needed to synthesize it. The reactants are: [C:1]([O:4][C@@H:5]1[C@@H:18]([O:19][C:20](=[O:22])[CH3:21])[C@H:17]([O:23][C:24](=[O:26])[CH3:25])[CH2:16][S:15][C@H:6]1[O:7][C:8]1[CH:9]=[N:10][C:11](Br)=[CH:12][CH:13]=1)(=[O:3])[CH3:2].[CH3:27][O:28][C:29]1[N:34]=[CH:33][C:32](B(O)O)=[CH:31][CH:30]=1. (2) Given the product [N:25]1[CH:26]=[CH:27][CH:28]=[CH:29][C:24]=1[N:22]1[C:4]([OH:21])=[C:5]([CH2:14][C:15]2[CH:16]=[CH:17][CH:18]=[CH:19][CH:20]=2)[C:6]([C:7]2[CH:8]=[CH:9][CH:10]=[CH:11][CH:12]=2)=[N:23]1, predict the reactants needed to synthesize it. The reactants are: C(O[C:4](=[O:21])[CH:5]([CH2:14][C:15]1[CH:20]=[CH:19][CH:18]=[CH:17][CH:16]=1)[C:6](=O)[C:7]1[CH:12]=[CH:11][CH:10]=[CH:9][CH:8]=1)C.[NH:22]([C:24]1[CH:29]=[CH:28][CH:27]=[CH:26][N:25]=1)[NH2:23]. (3) Given the product [OH:16][C@H:9]1[CH2:8][CH2:7][C@@H:6]2[C@H:11]([CH2:12][C@@H:13]3[C@@H:4]([CH2:5]2)[C@@H:3]2[CH2:17][CH2:18][C:19](=[O:20])[C@@:2]2([CH3:1])[CH2:15][CH2:14]3)[CH2:10]1, predict the reactants needed to synthesize it. The reactants are: [CH3:1][C@@:2]12[C:19](=[O:20])[CH2:18][CH2:17][C@H:3]1[C@H:4]1[C@H:13]([CH2:14][CH2:15]2)[CH2:12][C@H:11]2[C@@H:6]([CH2:7][CH2:8][C:9](=[O:16])[CH2:10]2)[CH2:5]1.CCC(C)[BH-](C(C)CC)C(C)CC.[K+].[OH-].[Na+].OO.